From a dataset of Reaction yield outcomes from USPTO patents with 853,638 reactions. Predict the reaction yield, written as a fraction of the theoretical maximum amount of product (1.0 means a 100% yield; for example, 0.34 means a 34% yield). (1) The reactants are [N+:1]([C:4]1[C:5]([CH2:14][NH:15][C:16]2[CH:21]=[CH:20][CH:19]=[CH:18][CH:17]=2)=[CH:6][CH:7]=[C:8]2[C:13]=1[N:12]=[CH:11][CH:10]=[CH:9]2)([O-])=O. The catalyst is [Pd].CCO.CO. The product is [C:16]1([NH:15][CH2:14][C:5]2[C:4]([NH2:1])=[C:13]3[C:8]([CH:9]=[CH:10][CH:11]=[N:12]3)=[CH:7][CH:6]=2)[CH:17]=[CH:18][CH:19]=[CH:20][CH:21]=1. The yield is 0.890. (2) The reactants are [CH:1]([C@H:14]1[CH2:19][CH:18]=[CH:17][CH2:16][O:15]1)([C:8]1[CH:13]=[CH:12][CH:11]=[CH:10][CH:9]=1)[C:2]1[CH:7]=[CH:6][CH:5]=[CH:4][CH:3]=1.C1C=C(Cl)C=C(C(OO)=[O:28])C=1. No catalyst specified. The product is [CH:1]([C@H:14]1[CH2:19][C@H:18]2[C@H:17]([O:28]2)[CH2:16][O:15]1)([C:8]1[CH:9]=[CH:10][CH:11]=[CH:12][CH:13]=1)[C:2]1[CH:7]=[CH:6][CH:5]=[CH:4][CH:3]=1.[CH:1]([C@H:14]1[CH2:19][C@@H:18]2[C@@H:17]([O:28]2)[CH2:16][O:15]1)([C:8]1[CH:9]=[CH:10][CH:11]=[CH:12][CH:13]=1)[C:2]1[CH:7]=[CH:6][CH:5]=[CH:4][CH:3]=1. The yield is 0.520. (3) The reactants are O.O.O.O.O.[N+]([O-])([O-])=O.[Bi+3].[N+]([O-])([O-])=O.[N+]([O-])([O-])=O.[C:19](=[O:29])([O:21][CH2:22][C:23]1[CH:28]=[CH:27][CH:26]=[CH:25][CH:24]=1)[NH2:20].[C:30]1(=[O:36])[CH2:35][CH2:34][CH2:33][CH:32]=[CH:31]1. The catalyst is C(Cl)Cl. The product is [CH2:22]([O:21][C:19](=[O:29])[NH:20][CH:32]1[CH2:33][CH2:34][CH2:35][C:30](=[O:36])[CH2:31]1)[C:23]1[CH:24]=[CH:25][CH:26]=[CH:27][CH:28]=1. The yield is 0.690. (4) The reactants are [Si]([O:8][CH2:9][CH:10]1[CH2:15][CH2:14][N:13]([C:16]2[CH:17]=[CH:18][C:19]([NH:22][C:23]3[N:24]=[CH:25][C:26]4[C:31]5[CH:32]=[CH:33][N:34]=[C:35]([F:36])[C:30]=5[N:29]([CH:37]5[CH2:41][CH2:40][CH2:39][CH2:38]5)[C:27]=4[N:28]=3)=[N:20][CH:21]=2)[CH2:12][CH2:11]1)(C(C)(C)C)(C)C.[F-].C([N+](CCCC)(CCCC)CCCC)CCC.C([O-])([O-])=O.[K+].[K+].Cl. The catalyst is C1COCC1.CO.C(O)C.C(OCC)C. The product is [CH:37]1([N:29]2[C:27]3[N:28]=[C:23]([NH:22][C:19]4[N:20]=[CH:21][C:16]([N:13]5[CH2:12][CH2:11][CH:10]([CH2:9][OH:8])[CH2:15][CH2:14]5)=[CH:17][CH:18]=4)[N:24]=[CH:25][C:26]=3[C:31]3[CH:32]=[CH:33][N:34]=[C:35]([F:36])[C:30]2=3)[CH2:38][CH2:39][CH2:40][CH2:41]1. The yield is 0.270.